This data is from Forward reaction prediction with 1.9M reactions from USPTO patents (1976-2016). The task is: Predict the product of the given reaction. (1) Given the reactants [Cl:1][C:2]1[CH:3]=[CH:4][C:5]([C:28]([F:31])([F:30])[F:29])=[C:6]([CH:27]=1)[CH2:7][N:8]1[CH2:13][CH2:12][NH:11][C:10]2[N:14]=[CH:15][C:16]([C:18]3[CH:19]=[C:20]([CH:24]=[CH:25][CH:26]=3)[C:21](O)=[O:22])=[CH:17][C:9]1=2.[F:32][C:33]([F:47])([F:46])[C:34]1[CH:35]=[C:36]([CH:39]=[C:40]([C:42]([F:45])([F:44])[F:43])[CH:41]=1)[CH2:37][NH2:38], predict the reaction product. The product is: [F:32][C:33]([F:46])([F:47])[C:34]1[CH:35]=[C:36]([CH:39]=[C:40]([C:42]([F:45])([F:43])[F:44])[CH:41]=1)[CH2:37][NH:38][C:21](=[O:22])[C:20]1[CH:24]=[CH:25][CH:26]=[C:18]([C:16]2[CH:15]=[N:14][C:10]3[NH:11][CH2:12][CH2:13][N:8]([CH2:7][C:6]4[CH:27]=[C:2]([Cl:1])[CH:3]=[CH:4][C:5]=4[C:28]([F:31])([F:30])[F:29])[C:9]=3[CH:17]=2)[CH:19]=1. (2) Given the reactants [F:1][C:2]([F:34])([F:33])[C:3]1[CH:4]=[C:5]([C@H:13]2[O:17][C:16](=[O:18])[N:15]3[C@H:19]([C:22]4[CH:27]=[C:26]([C:28]([F:31])([F:30])[F:29])[CH:25]=[CH:24][C:23]=4Br)[CH2:20][CH2:21][C@@H:14]23)[CH:6]=[C:7]([C:9]([F:12])([F:11])[F:10])[CH:8]=1.C1COCC1.P([O-])([O-])([O-])=O.[K+].[K+].[K+].[CH3:48][O:49][C:50]1[CH:55]=[CH:54][C:53]([CH2:56][CH2:57][C:58]([O:60][CH3:61])=[O:59])=[CH:52][C:51]=1B1OC(C)(C)C(C)(C)O1, predict the reaction product. The product is: [F:1][C:2]([F:34])([F:33])[C:3]1[CH:4]=[C:5]([C@H:13]2[O:17][C:16](=[O:18])[N:15]3[C@H:19]([C:22]4[CH:27]=[C:26]([C:28]([F:31])([F:30])[F:29])[CH:25]=[CH:24][C:23]=4[C:55]4[C:50]([O:49][CH3:48])=[CH:51][CH:52]=[C:53]([CH2:56][CH2:57][C:58]([O:60][CH3:61])=[O:59])[CH:54]=4)[CH2:20][CH2:21][C@@H:14]23)[CH:6]=[C:7]([C:9]([F:12])([F:11])[F:10])[CH:8]=1. (3) Given the reactants [CH3:1][C:2]1([CH3:16])[C:6]([CH3:8])([CH3:7])[O:5][B:4]([C:9]2[CH:14]=[CH:13][C:12]([OH:15])=[CH:11][CH:10]=2)[O:3]1.Br[CH2:18][C:19]1[CH:20]=[C:21]([CH:26]=[CH:27][CH:28]=1)[C:22]([O:24]C)=O.C(=O)([O-])[O-].[K+].[K+].[OH-].[Li+].Cl.C(N=C=NCCCN(C)C)C.CCN=C=NCCCN(C)C.[NH:60]1[CH2:71][CH2:70][CH2:69][C@H:61]1[C:62]([O:64]C(C)(C)C)=[O:63].C(N(CC)CC)C, predict the reaction product. The product is: [CH3:8][C:6]1([CH3:7])[C:2]([CH3:16])([CH3:1])[O:3][B:4]([C:9]2[CH:14]=[CH:13][C:12]([O:15][CH2:18][C:19]3[CH:20]=[C:21]([CH:26]=[CH:27][CH:28]=3)[C:22]([N:60]3[CH2:71][CH2:70][CH2:69][C@H:61]3[C:62]([OH:64])=[O:63])=[O:24])=[CH:11][CH:10]=2)[O:5]1. (4) Given the reactants [S:1]1[C:5]2[CH:6]=[CH:7][CH:8]=[CH:9][C:4]=2[C:3]([NH:10][CH2:11][CH2:12][NH:13][C:14](=[O:22])[C:15]2[CH:20]=[C:19](Cl)[CH:18]=[CH:17][N:16]=2)=[N:2]1.[NH:23]1[CH2:28][CH2:27][O:26][CH2:25][CH2:24]1, predict the reaction product. The product is: [S:1]1[C:5]2[CH:6]=[CH:7][CH:8]=[CH:9][C:4]=2[C:3]([NH:10][CH2:11][CH2:12][NH:13][C:14](=[O:22])[C:15]2[CH:20]=[C:19]([N:23]3[CH2:28][CH2:27][O:26][CH2:25][CH2:24]3)[CH:18]=[CH:17][N:16]=2)=[N:2]1. (5) Given the reactants C([O:3][C:4](=O)[CH2:5][CH2:6][CH2:7][CH2:8][CH2:9][CH2:10][O:11][C:12]1[CH:17]=[CH:16][CH:15]=[CH:14][CH:13]=1)C.[H-].C([Al+]CC(C)C)C(C)C, predict the reaction product. The product is: [O:11]([CH2:10][CH2:9][CH2:8][CH2:7][CH2:6][CH2:5][CH:4]=[O:3])[C:12]1[CH:17]=[CH:16][CH:15]=[CH:14][CH:13]=1. (6) The product is: [F:14][C:15]1[CH:16]=[C:17]([CH:20]=[CH:21][C:22]=1[F:23])[CH2:18][NH:19][C:2]1[C:11]2[C:6](=[C:7]([CH3:12])[CH:8]=[CH:9][CH:10]=2)[N:5]=[C:4]([CH3:13])[CH:3]=1. Given the reactants Cl[C:2]1[C:11]2[C:6](=[C:7]([CH3:12])[CH:8]=[CH:9][CH:10]=2)[N:5]=[C:4]([CH3:13])[CH:3]=1.[F:14][C:15]1[CH:16]=[C:17]([CH:20]=[CH:21][C:22]=1[F:23])[CH2:18][NH2:19], predict the reaction product. (7) Given the reactants [CH3:1][NH2:2].[Cl:3][C:4]1[N:9]=[C:8](Cl)[CH:7]=[C:6]([CH2:11][O:12][CH2:13][CH:14]2[CH2:16][CH2:15]2)[N:5]=1, predict the reaction product. The product is: [Cl:3][C:4]1[N:9]=[C:8]([NH:2][CH3:1])[CH:7]=[C:6]([CH2:11][O:12][CH2:13][CH:14]2[CH2:16][CH2:15]2)[N:5]=1.